From a dataset of Catalyst prediction with 721,799 reactions and 888 catalyst types from USPTO. Predict which catalyst facilitates the given reaction. (1) Reactant: [NH:1]1[CH:5]=[N:4][CH:3]=[N:2]1.[H-].[Na+].Br[CH2:9][C:10]1[CH:32]=[CH:31][C:13]([CH2:14][C:15]2[N:25]([CH2:26][C:27]([CH3:30])([CH3:29])[CH3:28])[C:18]3[N:19]=[C:20]([C:23]#[N:24])[N:21]=[CH:22][C:17]=3[CH:16]=2)=[CH:12][CH:11]=1.C(Cl)Cl. Product: [CH3:28][C:27]([CH3:30])([CH3:29])[CH2:26][N:25]1[C:18]2[N:19]=[C:20]([C:23]#[N:24])[N:21]=[CH:22][C:17]=2[CH:16]=[C:15]1[CH2:14][C:13]1[CH:12]=[CH:11][C:10]([CH2:9][N:1]2[CH:5]=[N:4][CH:3]=[N:2]2)=[CH:32][CH:31]=1. The catalyst class is: 121. (2) Reactant: [F:1][C:2]1[CH:9]=[C:8]([F:10])[CH:7]=[CH:6][C:3]=1[CH2:4]Br.[Mg].[Br-].CON(C)[C:16]([C:18]1[CH:23]=[CH:22][C:21]([I:24])=[CH:20][CH:19]=1)=[O:17]. Product: [F:1][C:2]1[CH:9]=[C:8]([F:10])[CH:7]=[CH:6][C:3]=1[CH2:4][C:16]([C:18]1[CH:23]=[CH:22][C:21]([I:24])=[CH:20][CH:19]=1)=[O:17]. The catalyst class is: 28. (3) Reactant: [N:1]([CH2:4][C@@H:5]([NH:14][C:15](=[O:21])[O:16][C:17]([CH3:20])([CH3:19])[CH3:18])[CH2:6][C@H:7]([CH2:12][OH:13])[CH2:8][CH2:9][CH2:10]Cl)=[N+:2]=[N-:3].[H-].[Na+].[CH2:24](I)[CH3:25]. Product: [N:1]([CH2:4][C@@H:5]([N:14]([CH2:24][CH3:25])[C:15](=[O:21])[O:16][C:17]([CH3:20])([CH3:19])[CH3:18])[CH2:6][C@H:7]1[CH2:8][CH2:9][CH2:10][O:13][CH2:12]1)=[N+:2]=[N-:3]. The catalyst class is: 3. (4) Reactant: Br[CH2:2][CH2:3][O:4][CH3:5].[H-].[Na+].[I:8][C:9]1[CH:14]=[CH:13][C:12]([NH:15][C:16]2[N:21]=[CH:20][CH:19]=[CH:18][N:17]=2)=[CH:11][CH:10]=1. Product: [I:8][C:9]1[CH:10]=[CH:11][C:12]([N:15]([CH2:2][CH2:3][O:4][CH3:5])[C:16]2[N:17]=[CH:18][CH:19]=[CH:20][N:21]=2)=[CH:13][CH:14]=1. The catalyst class is: 163. (5) Reactant: Br[C:2]1[N:3]=[C:4]([NH:10][C:11]2[CH:16]=[CH:15][C:14]([C:17]([N:19]3[CH2:24][CH2:23][O:22][CH2:21][CH2:20]3)=[O:18])=[CH:13][CH:12]=2)[C:5](=[O:9])[N:6]([CH3:8])[CH:7]=1.C(=O)([O-])[O-].[Na+].[Na+].[CH3:31][C:32]1[C:37](B2OC(C)(C)C(C)(C)O2)=[CH:36][CH:35]=[CH:34][C:33]=1[NH2:47]. Product: [NH2:47][C:33]1[C:32]([CH3:31])=[C:37]([C:2]2[N:3]=[C:4]([NH:10][C:11]3[CH:16]=[CH:15][C:14]([C:17]([N:19]4[CH2:24][CH2:23][O:22][CH2:21][CH2:20]4)=[O:18])=[CH:13][CH:12]=3)[C:5](=[O:9])[N:6]([CH3:8])[CH:7]=2)[CH:36]=[CH:35][CH:34]=1. The catalyst class is: 203. (6) Reactant: [CH3:1][O:2][CH2:3][CH2:4][O:5][C:6]1[CH:7]=[N:8][C:9]([C:12]2[CH:13]=[C:14]([CH:29]=[CH:30][CH:31]=2)[CH2:15][C:16]2[C:21](=[O:22])[CH:20]=[CH:19][N:18]([C:23]3[CH:24]=[N:25][N:26]([CH3:28])[CH:27]=3)[N:17]=2)=[N:10][CH:11]=1.Br[CH2:33][CH2:34][O:35][Si:36]([C:39]([CH3:42])([CH3:41])[CH3:40])([CH3:38])[CH3:37].[H-].[Na+].[NH4+].[Cl-]. Product: [Si:36]([O:35][CH2:34][CH2:33][CH:15]([C:16]1[C:21](=[O:22])[CH:20]=[CH:19][N:18]([C:23]2[CH:24]=[N:25][N:26]([CH3:28])[CH:27]=2)[N:17]=1)[C:14]1[CH:29]=[CH:30][CH:31]=[C:12]([C:9]2[N:10]=[CH:11][C:6]([O:5][CH2:4][CH2:3][O:2][CH3:1])=[CH:7][N:8]=2)[CH:13]=1)([C:39]([CH3:42])([CH3:41])[CH3:40])([CH3:38])[CH3:37]. The catalyst class is: 198. (7) Reactant: [Cl-].[Li+].[CH:3]([C:5]1[CH:6]=[CH:7][C:8]([O:15][CH3:16])=[C:9]([CH:14]=1)[C:10]([O:12][CH3:13])=[O:11])=O.C(OP([CH2:25][C:26]([O:28][C:29]([CH3:32])([CH3:31])[CH3:30])=[O:27])(OCC)=O)C.N12CCCN=C1CCCCC2. Product: [C:29]([O:28][C:26](=[O:27])/[CH:25]=[CH:3]/[C:5]1[CH:6]=[CH:7][C:8]([O:15][CH3:16])=[C:9]([CH:14]=1)[C:10]([O:12][CH3:13])=[O:11])([CH3:32])([CH3:31])[CH3:30]. The catalyst class is: 47.